This data is from Catalyst prediction with 721,799 reactions and 888 catalyst types from USPTO. The task is: Predict which catalyst facilitates the given reaction. (1) Reactant: [C:1]([C:3]1([C:16]2[CH:21]=[CH:20][CH:19]=[CH:18][C:17]=2/[CH:22]=[CH:23]/[C:24]([O:26][CH2:27][CH3:28])=[O:25])[CH2:8][CH2:7][N:6]([C:9]([O:11][C:12]([CH3:15])([CH3:14])[CH3:13])=[O:10])[CH2:5][CH2:4]1)#[N:2]. Product: [C:1]([C:3]1([C:16]2[CH:21]=[CH:20][CH:19]=[CH:18][C:17]=2[CH2:22][CH2:23][C:24]([O:26][CH2:27][CH3:28])=[O:25])[CH2:4][CH2:5][N:6]([C:9]([O:11][C:12]([CH3:15])([CH3:14])[CH3:13])=[O:10])[CH2:7][CH2:8]1)#[N:2]. The catalyst class is: 5. (2) Reactant: [CH:1]1[C:10]2[C:5](=[C:6]([C:11]3[CH:12]=[C:13]4[C:18](=[CH:19][CH:20]=3)[C:17]([C:21]([OH:23])=O)=[CH:16][CH:15]=[CH:14]4)[CH:7]=[CH:8][CH:9]=2)[CH:4]=[CH:3][N:2]=1.[Cl-:24].CN(C=O)C. Product: [CH:1]1[C:10]2[C:5](=[C:6]([C:11]3[CH:12]=[C:13]4[C:18](=[CH:19][CH:20]=3)[C:17]([C:21]([Cl:24])=[O:23])=[CH:16][CH:15]=[CH:14]4)[CH:7]=[CH:8][CH:9]=2)[CH:4]=[CH:3][N:2]=1. The catalyst class is: 2. (3) Reactant: [F:1][C:2]1[CH:3]=[C:4]([C:16]2[CH:21]=[CH:20][C:19]([S:22]([CH3:25])(=[O:24])=[O:23])=[CH:18][N:17]=2)[CH:5]=[CH:6][C:7]=1[O:8]CC1C=CC=CC=1.B(Br)(Br)Br.C([O-])(O)=O.[Na+]. Product: [F:1][C:2]1[CH:3]=[C:4]([C:16]2[CH:21]=[CH:20][C:19]([S:22]([CH3:25])(=[O:23])=[O:24])=[CH:18][N:17]=2)[CH:5]=[CH:6][C:7]=1[OH:8]. The catalyst class is: 2. (4) Reactant: [Cl:1][C:2]1[C:3]([CH3:40])=[N:4][O:5][C:6]=1[N:7]([CH2:34][O:35][CH2:36][CH2:37][O:38][CH3:39])[S:8]([C:11]1[C:19]2[C:14](=[N:15][CH:16]=[CH:17][CH:18]=2)[S:13][C:12]=1[CH:20]([OH:33])[C:21]1[CH:26]=[C:25]2[O:27][CH2:28][O:29][C:24]2=[CH:23][C:22]=1[CH2:30][CH2:31][OH:32])(=[O:10])=[O:9].[C:41](OC(=O)C)(=[O:43])[CH3:42].[CH3:48][CH2:49][O:50]C(C)=O. Product: [Cl:1][C:2]1[C:3]([CH3:40])=[N:4][O:5][C:6]=1[N:7]([CH2:34][O:35][CH2:36][CH2:37][O:38][CH3:39])[S:8]([C:11]1[C:19]2[C:14](=[N:15][CH:16]=[CH:17][CH:18]=2)[S:13][C:12]=1[CH:20]([O:33][C:49](=[O:50])[CH3:48])[C:21]1[CH:26]=[C:25]2[O:27][CH2:28][O:29][C:24]2=[CH:23][C:22]=1[CH2:30][CH2:31][O:32][C:41](=[O:43])[CH3:42])(=[O:9])=[O:10]. The catalyst class is: 17. (5) Reactant: [OH:1][C:2]1[C:3](=[O:8])[NH:4][CH:5]=[CH:6][CH:7]=1.[NH2:9][C:10]1[C:11]([NH2:19])=[C:12]([CH:16]=[CH:17][CH:18]=1)[C:13]([OH:15])=[O:14].CC1OC=CC(=O)C=1O.C(OCCO)C.O. Product: [OH:14][C:7]1[CH:6]=[CH:5][NH:4][C:3](=[O:8])[C:2]=1[OH:1].[NH2:9][C:10]1[C:11]([NH2:19])=[C:12]([CH:16]=[CH:17][CH:18]=1)[C:13]([OH:15])=[O:14]. The catalyst class is: 5. (6) Reactant: CC1CC(=O)CC(C)N1.C(OC(OC(C)(C)C)=O)(OC(C)(C)C)=O.[OH-].[Na+].[CH3:27][CH:28]1[CH2:33][C:32](=[O:34])[CH2:31][CH:30]([CH3:35])[N:29]1[C:36]([O:38][C:39]([CH3:42])([CH3:41])[CH3:40])=[O:37]. Product: [CH3:27][C@H:28]1[CH2:33][C:32](=[O:34])[CH2:31][C@H:30]([CH3:35])[N:29]1[C:36]([O:38][C:39]([CH3:41])([CH3:40])[CH3:42])=[O:37]. The catalyst class is: 28. (7) Reactant: [CH2:1]([O:3][C:4]([N:6]1[C:15]2[C:10](=[N:11][C:12]([O:16][CH3:17])=[CH:13][CH:14]=2)[C@@H:9]([NH:18][C:19]2[N:24]=[C:23]([CH2:25][C:26]3[CH:31]=[C:30]([C:32]([F:35])([F:34])[F:33])[CH:29]=[C:28]([C:36]([F:39])([F:38])[F:37])[CH:27]=3)[C:22]([N:40]3[CH2:45][CH2:44][CH:43]([C:46]([O:48]CC)=[O:47])[CH2:42][CH2:41]3)=[CH:21][N:20]=2)[CH2:8][C@H:7]1[CH2:51][CH3:52])=[O:5])[CH3:2].[OH-].[K+].Cl. Product: [CH2:1]([O:3][C:4]([N:6]1[C:15]2[C:10](=[N:11][C:12]([O:16][CH3:17])=[CH:13][CH:14]=2)[C@@H:9]([NH:18][C:19]2[N:24]=[C:23]([CH2:25][C:26]3[CH:31]=[C:30]([C:32]([F:33])([F:34])[F:35])[CH:29]=[C:28]([C:36]([F:37])([F:38])[F:39])[CH:27]=3)[C:22]([N:40]3[CH2:41][CH2:42][CH:43]([C:46]([OH:48])=[O:47])[CH2:44][CH2:45]3)=[CH:21][N:20]=2)[CH2:8][C@H:7]1[CH2:51][CH3:52])=[O:5])[CH3:2]. The catalyst class is: 162.